Predict the reactants needed to synthesize the given product. From a dataset of Full USPTO retrosynthesis dataset with 1.9M reactions from patents (1976-2016). (1) Given the product [C:1]([C:5]1[CH:10]=[CH:9][C:8]([C:11]2[N:12]=[C:13]3[CH:18]=[CH:17][CH:16]=[C:15]([N:19]4[CH2:24][CH2:23][N:22]([CH2:32][C:30]5[N:29]=[C:28]6[N:34]=[CH:35][CH:36]=[CH:37][C:27]6=[N:26][CH:31]=5)[CH2:21][CH2:20]4)[N:14]3[CH:25]=2)=[CH:7][CH:6]=1)([CH3:4])([CH3:2])[CH3:3], predict the reactants needed to synthesize it. The reactants are: [C:1]([C:5]1[CH:10]=[CH:9][C:8]([C:11]2[N:12]=[C:13]3[CH:18]=[CH:17][CH:16]=[C:15]([N:19]4[CH2:24][CH2:23][NH:22][CH2:21][CH2:20]4)[N:14]3[CH:25]=2)=[CH:7][CH:6]=1)([CH3:4])([CH3:3])[CH3:2].[N:26]1[CH:31]=[C:30]([CH:32]=O)[N:29]=[C:28]2[N:34]=[CH:35][CH:36]=[CH:37][C:27]=12.C(O[BH-](OC(=O)C)OC(=O)C)(=O)C.[Na+]. (2) Given the product [CH:5]12[O:12][CH:9]([CH2:10][CH2:11]1)[CH2:8][N:7]([C:13]1[N:18]=[C:17]([C:19]3[CH:20]=[CH:21][C:22]([NH:25][C:26]([NH:28][C:29]4[CH:56]=[N:57][C:52]([N:49]5[CH2:48][CH2:47][N:46]([CH3:45])[CH2:51][CH2:50]5)=[CH:53][CH:30]=4)=[O:27])=[CH:23][CH:24]=3)[N:16]=[C:15]3[N:31]([CH2:34][CH3:39])[N:32]=[CH:33][C:14]=13)[CH2:6]2, predict the reactants needed to synthesize it. The reactants are: NC(N)=O.[CH:5]12[O:12][CH:9]([CH2:10][CH2:11]1)[CH2:8][N:7]([C:13]1[N:18]=[C:17]([C:19]3[CH:24]=[CH:23][C:22]([NH:25][C:26]([NH:28][CH2:29][CH3:30])=[O:27])=[CH:21][CH:20]=3)[N:16]=[C:15]3[N:31]([CH:34]4[CH2:39]CN(C(OCC)=O)CC4)[N:32]=[CH:33][C:14]=13)[CH2:6]2.[CH3:45][N:46]1[CH2:51][CH2:50][N:49]([C:52]2[N:57]=[CH:56]C(N)=C[CH:53]=2)[CH2:48][CH2:47]1.NC1C=CC=CC=1. (3) Given the product [C:30]1([C:36]2[C:37]([C:38]([O:40][CH3:41])=[O:39])=[C:16]3[C:17]4[CH2:23][CH2:22][O:21][C:18]=4[CH:19]=[CH:20][N:15]3[N:14]=2)[CH:35]=[CH:34][CH:33]=[CH:32][CH:31]=1, predict the reactants needed to synthesize it. The reactants are: [N+](C1C=C([N+]([O-])=O)C=CC=1[O-])([O-])=O.[NH2:14][N+:15]1[CH:20]=[CH:19][C:18]2[O:21][CH2:22][CH2:23][C:17]=2[CH:16]=1.C(=O)([O-])[O-].[K+].[K+].[C:30]1([C:36]#[C:37][C:38]([O:40][CH3:41])=[O:39])[CH:35]=[CH:34][CH:33]=[CH:32][CH:31]=1. (4) Given the product [Cl:1][C:2]1[C:3]([CH3:21])=[CH:4][C:5]([NH:8][C:9]2[O:10][C@:11]3([CH2:19][N:20]=2)[CH:16]2[CH2:17][CH2:18][N+:13]([O-:30])([CH2:14][CH2:15]2)[CH2:12]3)=[N:6][CH:7]=1, predict the reactants needed to synthesize it. The reactants are: [Cl:1][C:2]1[C:3]([CH3:21])=[CH:4][C:5]([NH:8][C:9]2[O:10][C@:11]3([CH2:19][N:20]=2)[CH:16]2[CH2:17][CH2:18][N:13]([CH2:14][CH2:15]2)[CH2:12]3)=[N:6][CH:7]=1.C1C=C(Cl)C=C(C(OO)=[O:30])C=1. (5) Given the product [CH3:10][O:11][C:12]1[CH:30]=[CH:29][C:28]2[C@@H:27]3[C@H:17]([C@H:18]4[C@@:22]([CH2:25][CH2:26]3)([CH2:23][CH3:24])[C@@H:21]([OH:31])[CH2:20][CH2:19]4)[CH2:16][CH2:15][C:14]=2[CH:13]=1, predict the reactants needed to synthesize it. The reactants are: NC1C=CC=CC=1.N.[Li].[CH3:10][O:11][C:12]1[CH:30]=[CH:29][C:28]2[C:27]3[CH2:26][CH2:25][C@@:22]4([CH2:23][CH3:24])[C@@H:18]([CH2:19][CH2:20][C@@H:21]4[OH:31])[C:17]=3[CH2:16][CH2:15][C:14]=2[CH:13]=1. (6) Given the product [CH2:37]([S:39]([N:33]1[CH2:32][CH2:31][CH:30]([C:23]2[CH:22]=[C:21]3[C:26]([CH2:27][CH:28]([CH3:29])[N:19]([C:17]4[CH:18]=[C:13]([N:10]5[CH2:11][CH2:12][N:7]([CH3:6])[CH2:8][CH2:9]5)[N:14]=[C:15]([NH2:36])[N:16]=4)[CH2:20]3)=[CH:25][CH:24]=2)[CH2:35][CH2:34]1)(=[O:41])=[O:40])[CH3:38], predict the reactants needed to synthesize it. The reactants are: Cl.Cl.Cl.Cl.Cl.[CH3:6][N:7]1[CH2:12][CH2:11][N:10]([C:13]2[CH:18]=[C:17]([N:19]3[CH:28]([CH3:29])[CH2:27][C:26]4[C:21](=[CH:22][C:23]([CH:30]5[CH2:35][CH2:34][NH:33][CH2:32][CH2:31]5)=[CH:24][CH:25]=4)[CH2:20]3)[N:16]=[C:15]([NH2:36])[N:14]=2)[CH2:9][CH2:8]1.[CH2:37]([S:39](Cl)(=[O:41])=[O:40])[CH3:38]. (7) The reactants are: Br[C:2]1[N:6]2[N:7]=[C:8]([NH:11][CH2:12][CH2:13][C:14]([O:16][CH3:17])=[O:15])[CH:9]=[CH:10][C:5]2=[N:4][CH:3]=1.[C:18]([C:21]1[S:25][C:24](B(O)O)=[CH:23][CH:22]=1)(=[O:20])[CH3:19].C([O-])([O-])=O.[K+].[K+]. Given the product [CH3:17][O:16][C:14](=[O:15])[CH2:13][CH2:12][NH:11][C:8]1[CH:9]=[CH:10][C:5]2[N:6]([C:2]([C:24]3[S:25][C:21]([C:18](=[O:20])[CH3:19])=[CH:22][CH:23]=3)=[CH:3][N:4]=2)[N:7]=1, predict the reactants needed to synthesize it.